Task: Predict the reaction yield, written as a fraction of the theoretical maximum amount of product (1.0 means a 100% yield; for example, 0.34 means a 34% yield).. Dataset: Reaction yield outcomes from USPTO patents with 853,638 reactions (1) The reactants are [C:26]1([NH:25]C2C=CN=C(OC3N=C([NH:25][C:26]4[C:35]5[C:30](=[CH:31][CH:32]=[CH:33][CH:34]=5)[CH:29]=[CH:28][CH:27]=4)C=CN=3)N=2)[C:35]2[C:30](=[CH:31][CH:32]=[CH:33][CH:34]=2)[CH:29]=[CH:28][CH:27]=1.[C:36](=[O:39])(O)[O-].[Na+].[C:41](Cl)(Cl)=[O:42].[N-:45]=[C:46]=O.[NH2:48][C:49]1[C:50]([O:64][CH3:65])=[C:51]([NH:59][S:60]([CH3:63])(=[O:62])=[O:61])[CH:52]=[C:53]([C:55]([CH3:58])([CH3:57])[CH3:56])[CH:54]=1. The catalyst is ClCCl.C1COCC1.CO. The product is [CH:29]([C:46]1[N:45]=[C:41]([O:42][C:29]2[C:30]3[C:35](=[CH:34][CH:33]=[CH:32][CH:31]=3)[C:26]([NH:25][C:36](=[O:39])[NH:48][C:49]3[C:50]([O:64][CH3:65])=[C:51]([NH:59][S:60]([CH3:63])(=[O:62])=[O:61])[CH:52]=[C:53]([C:55]([CH3:57])([CH3:58])[CH3:56])[CH:54]=3)=[CH:27][CH:28]=2)[CH:27]=[C:26]([CH3:35])[N:25]=1)([CH3:30])[CH3:28]. The yield is 0.210. (2) The reactants are Br[C:2]1[CH:3]=[C:4]([N:22]([CH:24]2[CH2:29][CH2:28][CH2:27][CH2:26][CH2:25]2)[CH3:23])[C:5]([CH3:21])=[C:6]([CH:20]=1)[C:7]([NH:9][CH2:10][C:11]1[C:12](=[O:19])[NH:13][C:14]([CH3:18])=[CH:15][C:16]=1[CH3:17])=[O:8].[O:30]1[CH2:35][CH2:34][N:33]([CH2:36][CH2:37][N:38]2[CH:42]=[C:41](B(O)O)[CH:40]=[N:39]2)[CH2:32][CH2:31]1.C([O-])([O-])=O.[Na+].[Na+]. The catalyst is O1CCOCC1.O.O.C1C=CC([P]([Pd]([P](C2C=CC=CC=2)(C2C=CC=CC=2)C2C=CC=CC=2)([P](C2C=CC=CC=2)(C2C=CC=CC=2)C2C=CC=CC=2)[P](C2C=CC=CC=2)(C2C=CC=CC=2)C2C=CC=CC=2)(C2C=CC=CC=2)C2C=CC=CC=2)=CC=1. The product is [CH:24]1([N:22]([CH3:23])[C:4]2[C:5]([CH3:21])=[C:6]([CH:20]=[C:2]([C:41]3[CH:40]=[N:39][N:38]([CH2:37][CH2:36][N:33]4[CH2:34][CH2:35][O:30][CH2:31][CH2:32]4)[CH:42]=3)[CH:3]=2)[C:7]([NH:9][CH2:10][C:11]2[C:12](=[O:19])[NH:13][C:14]([CH3:18])=[CH:15][C:16]=2[CH3:17])=[O:8])[CH2:29][CH2:28][CH2:27][CH2:26][CH2:25]1. The yield is 0.250. (3) The reactants are C([Li])CCC.C([Mg]Cl)(C)C.Br[C:12]1[CH:13]=[CH:14][C:15]([CH3:18])=[N:16][CH:17]=1.CN(C)[CH:21]=[O:22].[Cl-].[NH4+]. The catalyst is O1CCCC1.C(OCC)(=O)C. The product is [CH3:18][C:15]1[CH:14]=[CH:13][C:12]([CH:21]=[O:22])=[CH:17][N:16]=1. The yield is 0.380. (4) The reactants are B(F)(F)F.CC[O:7]CC.OO.[O-][Si]([O-])=O.[Mg+2].O1CCCC1.[F:22][C:23]1[C:31]([O:32][C:33]2[C:38]3=[C:39]([CH3:46])[C:40](C(O)(C)C)=[CH:41][N:37]3[N:36]=[CH:35][N:34]=2)=[CH:30][CH:29]=[C:28]2[C:24]=1[CH:25]=[C:26]([CH3:47])[NH:27]2. The catalyst is ClCCl. The product is [F:22][C:23]1[C:31]([O:32][C:33]2[C:38]3=[C:39]([CH3:46])[C:40]([OH:7])=[CH:41][N:37]3[N:36]=[CH:35][N:34]=2)=[CH:30][CH:29]=[C:28]2[C:24]=1[CH:25]=[C:26]([CH3:47])[NH:27]2. The yield is 0.520. (5) The reactants are [NH2:1][CH2:2][CH2:3][C:4]1[N:5]([CH:32]([C:39]2[CH:44]=[CH:43][CH:42]=[CH:41][CH:40]=2)[C:33]2[CH:38]=[CH:37][CH:36]=[CH:35][CH:34]=2)[C:6]2[C:11]([C:12]=1[CH2:13][CH2:14][S:15]([C:18]1[CH:23]=[CH:22][C:21]([CH2:24][CH2:25][C:26]([O:28][CH2:29][CH3:30])=[O:27])=[CH:20][CH:19]=1)(=[O:17])=[O:16])=[CH:10][C:9]([Cl:31])=[CH:8][CH:7]=2.[F:45][C:46]([F:60])([F:59])[C:47]1[CH:52]=[CH:51][CH:50]=[CH:49][C:48]=1[CH:53]([S:55](Cl)(=[O:57])=[O:56])[CH3:54]. No catalyst specified. The product is [CH2:29]([O:28][C:26](=[O:27])[CH2:25][CH2:24][C:21]1[CH:22]=[CH:23][C:18]([S:15]([CH2:14][CH2:13][C:12]2[C:11]3[C:6](=[CH:7][CH:8]=[C:9]([Cl:31])[CH:10]=3)[N:5]([CH:32]([C:33]3[CH:34]=[CH:35][CH:36]=[CH:37][CH:38]=3)[C:39]3[CH:40]=[CH:41][CH:42]=[CH:43][CH:44]=3)[C:4]=2[CH2:3][CH2:2][NH:1][S:55]([CH:53]([C:48]2[CH:49]=[CH:50][CH:51]=[CH:52][C:47]=2[C:46]([F:45])([F:59])[F:60])[CH3:54])(=[O:57])=[O:56])(=[O:16])=[O:17])=[CH:19][CH:20]=1)[CH3:30]. The yield is 0.400. (6) The reactants are [CH3:1][O:2][C:3]1[C:8]2[N:9]=[C:10]([NH2:12])[S:11][C:7]=2[C:6]([N:13]2[CH2:18][CH2:17][O:16][CH2:15][CH2:14]2)=[CH:5][CH:4]=1.C(N(C(C)C)C(C)C)C.[Cl:28][C:29]1[CH:30]=[C:31]([CH:35]=[C:36]([CH3:38])[N:37]=1)[C:32](Cl)=[O:33].CO. The catalyst is C1COCC1.ClCCl. The product is [Cl:28][C:29]1[CH:30]=[C:31]([CH:35]=[C:36]([CH3:38])[N:37]=1)[C:32]([NH:12][C:10]1[S:11][C:7]2[C:6]([N:13]3[CH2:18][CH2:17][O:16][CH2:15][CH2:14]3)=[CH:5][CH:4]=[C:3]([O:2][CH3:1])[C:8]=2[N:9]=1)=[O:33]. The yield is 0.760. (7) The reactants are Cl[C:2]1[CH:9]=[CH:8][CH:7]=[C:4]([C:5]#[N:6])[C:3]=1[C:10]#[N:11].[CH:12]1[C:25]2[C:16](=[CH:17][C:18]3[C:23]([C:24]=2B(O)O)=[CH:22][CH:21]=[CH:20][CH:19]=3)[CH:15]=[CH:14][CH:13]=1.[F-].[Cs+]. The catalyst is CC(C)([P](C(C)(C)C)([Pd][P](C(C)(C)C)(C(C)(C)C)C(C)(C)C)C(C)(C)C)C. The product is [CH:15]1[C:16]2[C:25](=[CH:24][C:23]3[C:18]([C:17]=2[C:2]2[CH:9]=[CH:8][CH:7]=[C:4]([C:5]#[N:6])[C:3]=2[C:10]#[N:11])=[CH:19][CH:20]=[CH:21][CH:22]=3)[CH:12]=[CH:13][CH:14]=1. The yield is 0.548. (8) The reactants are [CH3:1][O:2][C:3]1[CH:13]=[CH:12][CH:11]=[C:10]([CH3:14])[C:4]=1[C:5](OCC)=[O:6].[H-].[H-].[H-].[H-].[Li+].[Al+3].O.[OH-].[Na+]. The catalyst is C(OCC)C. The product is [CH3:1][O:2][C:3]1[CH:13]=[CH:12][CH:11]=[C:10]([CH3:14])[C:4]=1[CH2:5][OH:6]. The yield is 0.990.